From a dataset of NCI-60 drug combinations with 297,098 pairs across 59 cell lines. Regression. Given two drug SMILES strings and cell line genomic features, predict the synergy score measuring deviation from expected non-interaction effect. (1) Drug 2: C(CN)CNCCSP(=O)(O)O. Synergy scores: CSS=16.5, Synergy_ZIP=-3.67, Synergy_Bliss=-1.83, Synergy_Loewe=-39.0, Synergy_HSA=-3.38. Drug 1: CC1CCC2CC(C(=CC=CC=CC(CC(C(=O)C(C(C(=CC(C(=O)CC(OC(=O)C3CCCCN3C(=O)C(=O)C1(O2)O)C(C)CC4CCC(C(C4)OC)O)C)C)O)OC)C)C)C)OC. Cell line: HCT-15. (2) Drug 1: CC=C1C(=O)NC(C(=O)OC2CC(=O)NC(C(=O)NC(CSSCCC=C2)C(=O)N1)C(C)C)C(C)C. Drug 2: CCCCC(=O)OCC(=O)C1(CC(C2=C(C1)C(=C3C(=C2O)C(=O)C4=C(C3=O)C=CC=C4OC)O)OC5CC(C(C(O5)C)O)NC(=O)C(F)(F)F)O. Cell line: SK-MEL-5. Synergy scores: CSS=64.3, Synergy_ZIP=1.16, Synergy_Bliss=1.14, Synergy_Loewe=-2.27, Synergy_HSA=4.25. (3) Drug 1: CN(C)C1=NC(=NC(=N1)N(C)C)N(C)C. Drug 2: C(CN)CNCCSP(=O)(O)O. Cell line: COLO 205. Synergy scores: CSS=-8.52, Synergy_ZIP=0.531, Synergy_Bliss=-7.65, Synergy_Loewe=-15.2, Synergy_HSA=-11.5. (4) Synergy scores: CSS=11.9, Synergy_ZIP=-2.24, Synergy_Bliss=2.66, Synergy_Loewe=-1.49, Synergy_HSA=1.50. Cell line: NCI-H522. Drug 1: CC1=CC=C(C=C1)C2=CC(=NN2C3=CC=C(C=C3)S(=O)(=O)N)C(F)(F)F. Drug 2: C1=NNC2=C1C(=O)NC=N2. (5) Drug 1: COC1=CC(=CC(=C1O)OC)C2C3C(COC3=O)C(C4=CC5=C(C=C24)OCO5)OC6C(C(C7C(O6)COC(O7)C8=CC=CS8)O)O. Drug 2: CN1C(=O)N2C=NC(=C2N=N1)C(=O)N. Cell line: K-562. Synergy scores: CSS=48.9, Synergy_ZIP=6.37, Synergy_Bliss=11.0, Synergy_Loewe=-39.1, Synergy_HSA=8.06. (6) Drug 1: CCC1=C2CN3C(=CC4=C(C3=O)COC(=O)C4(CC)O)C2=NC5=C1C=C(C=C5)O. Drug 2: COCCOC1=C(C=C2C(=C1)C(=NC=N2)NC3=CC=CC(=C3)C#C)OCCOC.Cl. Cell line: OVCAR-5. Synergy scores: CSS=15.2, Synergy_ZIP=-3.73, Synergy_Bliss=4.46, Synergy_Loewe=-11.4, Synergy_HSA=1.99. (7) Drug 1: C1CCC(CC1)NC(=O)N(CCCl)N=O. Drug 2: CCCCCOC(=O)NC1=NC(=O)N(C=C1F)C2C(C(C(O2)C)O)O. Cell line: SK-OV-3. Synergy scores: CSS=1.71, Synergy_ZIP=-1.95, Synergy_Bliss=-3.64, Synergy_Loewe=-8.20, Synergy_HSA=-4.98. (8) Drug 1: C1CC(C1)(C(=O)O)C(=O)O.[NH2-].[NH2-].[Pt+2]. Drug 2: CC(C)NC(=O)C1=CC=C(C=C1)CNNC.Cl. Cell line: 786-0. Synergy scores: CSS=14.1, Synergy_ZIP=-2.56, Synergy_Bliss=-1.19, Synergy_Loewe=-2.91, Synergy_HSA=-0.169. (9) Drug 1: C1C(C(OC1N2C=NC(=NC2=O)N)CO)O. Drug 2: CC1C(C(CC(O1)OC2CC(CC3=C2C(=C4C(=C3O)C(=O)C5=CC=CC=C5C4=O)O)(C(=O)C)O)N)O. Cell line: SK-MEL-5. Synergy scores: CSS=59.3, Synergy_ZIP=-1.66, Synergy_Bliss=1.72, Synergy_Loewe=-1.90, Synergy_HSA=4.55. (10) Drug 1: C1=CC(=C2C(=C1NCCNCCO)C(=O)C3=C(C=CC(=C3C2=O)O)O)NCCNCCO. Drug 2: C1CCC(C(C1)N)N.C(=O)(C(=O)[O-])[O-].[Pt+4]. Cell line: DU-145. Synergy scores: CSS=62.9, Synergy_ZIP=-2.83, Synergy_Bliss=0.224, Synergy_Loewe=-11.0, Synergy_HSA=3.27.